This data is from Full USPTO retrosynthesis dataset with 1.9M reactions from patents (1976-2016). The task is: Predict the reactants needed to synthesize the given product. (1) Given the product [CH3:26][N:27]1[C:31]([CH3:32])=[CH:30][C:29]([CH:33]([NH:34][C:35]2[CH:40]=[CH:39][CH:38]=[C:37]([O:41][CH3:42])[CH:36]=2)[C:8]([C:10]2[C:18]3[C:13](=[CH:14][CH:15]=[CH:16][CH:17]=3)[NH:12][CH:11]=2)=[O:9])=[N:28]1, predict the reactants needed to synthesize it. The reactants are: C(N(CC)CC)C.[CH:8]([C:10]1[C:18]2[C:13](=[CH:14][CH:15]=[CH:16][CH:17]=2)[N:12](C(OC(C)(C)C)=O)[CH:11]=1)=[O:9].[CH3:26][N:27]1[C:31]([CH3:32])=[CH:30][C:29]([CH:33]=[N:34][C:35]2[CH:40]=[CH:39][CH:38]=[C:37]([O:41][CH3:42])[CH:36]=2)=[N:28]1. (2) The reactants are: Cl[CH2:2][C@@H:3]([CH3:13])[CH2:4][O:5][C:6]1[CH:11]=[CH:10][CH:9]=[C:8]([F:12])[CH:7]=1.[CH3:14][CH:15]([CH3:31])[C:16]([NH:18][C:19]1[CH:24]=[CH:23][CH:22]=[C:21]([CH:25]2[CH2:30][CH2:29][NH:28][CH2:27][CH2:26]2)[CH:20]=1)=[O:17]. Given the product [F:12][C:8]1[CH:7]=[C:6]([CH:11]=[CH:10][CH:9]=1)[O:5][CH2:4][C@H:3]([CH3:13])[CH2:2][N:28]1[CH2:29][CH2:30][CH:25]([C:21]2[CH:20]=[C:19]([NH:18][C:16](=[O:17])[CH:15]([CH3:14])[CH3:31])[CH:24]=[CH:23][CH:22]=2)[CH2:26][CH2:27]1, predict the reactants needed to synthesize it.